This data is from Reaction yield outcomes from USPTO patents with 853,638 reactions. The task is: Predict the reaction yield, written as a fraction of the theoretical maximum amount of product (1.0 means a 100% yield; for example, 0.34 means a 34% yield). (1) The reactants are F[C:2]1[CH:7]=[CH:6][C:5]([C:8](=[O:21])[CH2:9][CH2:10][C:11]([NH:13][CH2:14][C:15]2[CH:16]=[N:17][CH:18]=[CH:19][CH:20]=2)=[O:12])=[CH:4][C:3]=1[CH3:22].[CH2:23]([C:25]1[CH:26]=[C:27]([OH:33])[CH:28]=[CH:29][C:30]=1[O:31][CH3:32])[CH3:24].C([O-])([O-])=O.[K+].[K+].C1OCCOCCOCCOCCOCCOC1. The catalyst is CC#N.C(Cl)Cl.O.CO. The product is [CH2:23]([C:25]1[CH:26]=[C:27]([CH:28]=[CH:29][C:30]=1[O:31][CH3:32])[O:33][C:2]1[CH:7]=[CH:6][C:5]([C:8](=[O:21])[CH2:9][CH2:10][C:11]([NH:13][CH2:14][C:15]2[CH:16]=[N:17][CH:18]=[CH:19][CH:20]=2)=[O:12])=[CH:4][C:3]=1[CH3:22])[CH3:24]. The yield is 0.140. (2) The reactants are [CH3:1][C:2]1[S:6][C:5]([NH2:7])=[N:4][N:3]=1.[Cl:8][C:9]1[N:14]=[CH:13][C:12]([S:15](Cl)(=[O:17])=[O:16])=[CH:11][CH:10]=1. The catalyst is N1C=CC=CC=1. The product is [Cl:8][C:9]1[N:14]=[CH:13][C:12]([S:15]([NH:7][C:5]2[S:6][C:2]([CH3:1])=[N:3][N:4]=2)(=[O:17])=[O:16])=[CH:11][CH:10]=1. The yield is 0.107. (3) The reactants are [NH2:1][C:2]1[N:7]=[C:6]([N:8]([CH3:16])[C:9]2[CH:14]=[CH:13][CH:12]=[C:11](C)[CH:10]=2)[N:5]=[C:4]([C:17]([NH:19][OH:20])=[NH:18])[N:3]=1.[F:21][C:22]([F:35])([F:34])[CH2:23][O:24][C:25]1[CH:33]=[CH:32][C:28]([C:29](Cl)=O)=[CH:27][N:26]=1. The catalyst is N1C=CC=CC=1. The product is [CH3:16][N:8]([C:9]1[CH:10]=[CH:11][CH:12]=[CH:13][CH:14]=1)[C:6]1[N:7]=[C:2]([NH2:1])[N:3]=[C:4]([C:17]2[N:18]=[C:29]([C:28]3[CH:27]=[N:26][C:25]([O:24][CH2:23][C:22]([F:35])([F:21])[F:34])=[CH:33][CH:32]=3)[O:20][N:19]=2)[N:5]=1. The yield is 0.320.